This data is from Experimentally validated miRNA-target interactions with 360,000+ pairs, plus equal number of negative samples. The task is: Binary Classification. Given a miRNA mature sequence and a target amino acid sequence, predict their likelihood of interaction. (1) The miRNA is hsa-miR-6755-5p with sequence UAGGGUAGACACUGACAACGUU. The protein sequence of the target gene is MAAPSLLNWRRVSSFTGPVPRARHGHRAVAIRELMIIFGGGNEGIADELHVYNTATNQWFLPAVRGDIPPGCAAHGFVCDGTRILVFGGMVEYGRYSNELYELQASRWLWKKVKPHPPPSGLPPCPRLGHSFSLYGNKCYLFGGLANESEDSNNNVPRYLNDFYELELQHGSGVVGWSIPVTKGVVPSPRESHTAVIYCKKDSGSPKMYVFGGMCGARLDDLWQLDLETMSWSKPETKGTVPLPRSLHTASVIGNKMYIFGGWVPHKGENTETSPHDCEWRCTSSFSYLNLDTTEWTTLV.... Result: 0 (no interaction). (2) The miRNA is hsa-miR-890 with sequence UACUUGGAAAGGCAUCAGUUG. The protein sequence of the target gene is MTLLTFRDVAIEFSLEEWKCLDLAQQNLYRDVMLENYRNLFSVGLTVCKPGLITCLEQRKEPWNVKRQEAADGHPEMGFHHATQACLELLGSSDLPASASQSAGITGVNHRAQPGLNVSVDKFTALCSPGVLQTVKWFLEFRCIFSLAMSSHFTQDLLPEQGIQDAFPKRILRGYGNCGLDNLYLRKDWESLDECKLQKDYNGLNQCSSTTHSKIFQYNKYVKIFDNFSNLHRRNISNTGEKPFKCQECGKSFQMLSFLTEHQKIHTGKKFQKCGECGKTFIQCSHFTEPENIDTGEKPY.... Result: 0 (no interaction). (3) The miRNA is hsa-miR-519d-3p with sequence CAAAGUGCCUCCCUUUAGAGUG. The protein sequence of the target gene is MAQGLIEVERKFLPGPGTEERLQELGGTLEYRVTFRDTYYDTPELSLMQADHWLRRREDSGWELKCPGAAGVLGPHTEYKELTAEPTIVAQLCKVLRADGLGAGDVAAVLGPLGLQEVASFVTKRSAWKLVLLGADEEEPQLRVDLDTADFGYAVGEVEALVHEEAEVPTALEKIHRLSSMLGVPAQETAPAKLIVYLQRFRPQDYQRLLEVNSSRERPQETEDPDHCLG. Result: 0 (no interaction). (4) The miRNA is hsa-miR-708-5p with sequence AAGGAGCUUACAAUCUAGCUGGG. The protein sequence of the target gene is MADNEKLDNQRLKNFKNKGRDLETMRRQRNEVVVELRKNKRDEHLLKRRNVPHEDICEDSDIDGDYRVQNTSLEAIVQNASSDNQGIQLSAVQAARKLLSSDRNPPIDDLIKSGILPILVHCLERDDNPSLQFEAAWALTNIASGTSEQTQAVVQSNAVPLFLRLLHSPHQNVCEQAVWALGNIIGDGPQCRDYVISLGVVKPLLSFISPSIPITFLRNVTWVMVNLCRHKDPPPPMETIQEILPALCVLIHHTDVNILVDTVWALSYLTDAGNEQIQMVIDSGIVPHLVPLLSHQEVKV.... Result: 1 (interaction). (5) The miRNA is mmu-miR-3065-5p with sequence UCAACAAAAUCACUGAUGCUGG. The protein sequence of the target gene is MLWPLPLFLLCAGSLAQDLEFQLVAPESVTVEEGLCVHVPCSVFYPSIKLTLGPVTGSWLRKGVSLHEDSPVATSDPRQLVQKATQGRFQLLGDPQKHDCSLFIRDAQKNDTGMYFFRVVREPFVRYSYKKSQLSLHVTSLSRTPDIIIPGTLEAGYPSNLTCSVPWACEQGTPPTFSWMSTALTSLSSRTTDSSVLTFTPQPQDHGTKLTCLVTFSGAGVTVERTIQLNVTRKSGQMRELVLVAVGEATVKLLILGLCLVFLIVMFCRRKTTKLSVHMGCENPIKRQEAITSYNHCLSP.... Result: 1 (interaction). (6) The protein sequence of the target gene is MVGERHAGDLMVPLGPRLQAYPEELIRQRPGHDGHPEYLIRWSVLKCGEVGKVGVEEGKAEHILMWLSAPEVYANCPGLLGERALSKGLQHEPAGVSGSFPRDPGGLDEVAMGEMEADVQALVRRAARQLAESGTPSLTAAVLHTIHVLSAYASIGPLTGVFRETGALDLLMHMLCNPEPQIRRSAGKMLQALAAHDAGSRAHVLLSLSQQDGIEQHMDFDSRYTLLELFAETTSSEEHCMAFEGIHLPQIPGKLLFSLVKRYLCVTSLLDQLNSSPELGAGDQSSPCATREKSRGQREL.... The miRNA is mmu-miR-7033-5p with sequence UCUCCAGGAGUCUGAGGGGCAGG. Result: 0 (no interaction). (7) Result: 0 (no interaction). The miRNA is hsa-miR-130a-5p with sequence GCUCUUUUCACAUUGUGCUACU. The protein sequence of the target gene is MDSYDLFRRLGAGAKFDVKRFSADATRFQVGKRKFDSESLEVLKGLDFFGNKKSVSDECGALQIHQEPPNEEKTQGVLLERSKEPKKKKRKKMTSEVPAQEDFDGGIQWTSSVEAKLQDEKVSGEKKLTSGKLEHLRKEKVNFFRNKHKIHVQGTDLPDPIATFQQLDQEYKINSRLLQNILDAGFQVPTPIQMQAIPVMLHGRELLASAPTGSGKTLAFSIPILMQLKQPTNKGFRALVISPTRELASQIHRELIKISEGTGFRIHMIHKAAIAAKKFGPKSSKKFDILVTTPNRLIYL....